This data is from Reaction yield outcomes from USPTO patents with 853,638 reactions. The task is: Predict the reaction yield, written as a fraction of the theoretical maximum amount of product (1.0 means a 100% yield; for example, 0.34 means a 34% yield). The reactants are [H-].[Na+].[O:3]1[CH2:7][CH2:6][C@H:5]([OH:8])[CH2:4]1.[C:9]([C:11]1[CH:12]=[C:13]([NH:17][C:18]2[C:27]3[C:22](=[CH:23][C:24](F)=[C:25]([N+:28]([O-:30])=[O:29])[CH:26]=3)[N:21]=[CH:20][N:19]=2)[CH:14]=[CH:15][CH:16]=1)#[CH:10]. The catalyst is C1COCC1. The product is [C:9]([C:11]1[CH:12]=[C:13]([NH:17][C:18]2[C:27]3[C:22](=[CH:23][C:24]([O:8][C@H:5]4[CH2:6][CH2:7][O:3][CH2:4]4)=[C:25]([N+:28]([O-:30])=[O:29])[CH:26]=3)[N:21]=[CH:20][N:19]=2)[CH:14]=[CH:15][CH:16]=1)#[CH:10]. The yield is 0.581.